Dataset: Catalyst prediction with 721,799 reactions and 888 catalyst types from USPTO. Task: Predict which catalyst facilitates the given reaction. (1) Reactant: [CH2:1]([NH:8][CH2:9][CH2:10][NH:11][C:12]1[N:13]=[N:14][C:15]([C:20]2[CH:25]=[CH:24][C:23]([F:26])=[CH:22][CH:21]=2)=[C:16]([CH3:19])[C:17]=1[CH3:18])[C:2]1[CH:7]=[CH:6][CH:5]=[CH:4][CH:3]=1.[Cl:27][C@H:28]([CH3:32])[C:29](O)=[O:30].C(N(CC)CC)C.C1C=CC2N(O)N=NC=2C=1.Cl.CN(C)CCCN=C=NCC. Product: [CH2:1]([N:8]([CH2:9][CH2:10][NH:11][C:12]1[N:13]=[N:14][C:15]([C:20]2[CH:21]=[CH:22][C:23]([F:26])=[CH:24][CH:25]=2)=[C:16]([CH3:19])[C:17]=1[CH3:18])[C:29](=[O:30])[C@H:28]([Cl:27])[CH3:32])[C:2]1[CH:3]=[CH:4][CH:5]=[CH:6][CH:7]=1. The catalyst class is: 2. (2) Reactant: [OH:1][CH2:2][C:3]1[S:7][C:6]([C:8]2[NH:12][C:11]([CH:13]([C:21]3[CH:29]=[CH:28][C:24]([C:25](O)=[O:26])=[CH:23][CH:22]=3)[CH2:14][CH:15]3[CH2:20][CH2:19][O:18][CH2:17][CH2:16]3)=[CH:10][CH:9]=2)=[N:5][CH:4]=1.Cl.C(N=C=N[CH2:36][CH2:37][CH2:38][N:39](C)C)C.ON1C2C=CC=CC=2N=N1.CN1CCOCC1.C1(N)CC1. Product: [CH:38]1([NH:39][C:25](=[O:26])[C:24]2[CH:23]=[CH:22][C:21]([CH:13]([C:11]3[NH:12][C:8]([C:6]4[S:7][C:3]([CH2:2][OH:1])=[CH:4][N:5]=4)=[CH:9][CH:10]=3)[CH2:14][CH:15]3[CH2:16][CH2:17][O:18][CH2:19][CH2:20]3)=[CH:29][CH:28]=2)[CH2:36][CH2:37]1. The catalyst class is: 42. (3) Reactant: [CH2:1]([O:8][C:9]([N:11]([CH2:13][C:14]1[CH:19]=[C:18]([N+:20]([O-:22])=[O:21])[CH:17]=[CH:16][C:15]=1[CH:23]([C:29]#[N:30])C(OCC)=O)[CH3:12])=[O:10])[C:2]1[CH:7]=[CH:6][CH:5]=[CH:4][CH:3]=1.[Cl-].[Li+].O. Product: [C:29]([CH2:23][C:15]1[CH:16]=[CH:17][C:18]([N+:20]([O-:22])=[O:21])=[CH:19][C:14]=1[CH2:13][N:11]([CH3:12])[C:9](=[O:10])[O:8][CH2:1][C:2]1[CH:7]=[CH:6][CH:5]=[CH:4][CH:3]=1)#[N:30]. The catalyst class is: 197. (4) Reactant: C([O-])=O.[NH4+].[CH2:5]([O:12][C:13]1[CH:18]=[CH:17][C:16]([N+:19]([O-])=O)=[CH:15][C:14]=1[F:22])[C:6]1[CH:11]=[CH:10][CH:9]=[CH:8][CH:7]=1.C1(C)C=CC=CC=1. Product: [CH2:5]([O:12][C:13]1[CH:18]=[CH:17][C:16]([NH2:19])=[CH:15][C:14]=1[F:22])[C:6]1[CH:7]=[CH:8][CH:9]=[CH:10][CH:11]=1. The catalyst class is: 150. (5) Reactant: [CH3:1][NH2:2].CO.CO.[C:7]([O:11][C:12]([N:14]([CH:16]([C:22]([O:24]CC)=O)[C:17]([O:19][CH2:20]C)=[O:18])[CH3:15])=[O:13])([CH3:10])([CH3:9])[CH3:8].O.C(O)(=O)CC(CC(O)=O)(C(O)=O)O. Product: [C:7]([O:11][C:12]([N:14]([CH3:15])[C@H:16]([C:22]([NH:2][CH3:1])=[O:24])[C:17](=[O:18])[O:19][CH3:20])=[O:13])([CH3:10])([CH3:9])[CH3:8]. The catalyst class is: 13.